This data is from Reaction yield outcomes from USPTO patents with 853,638 reactions. The task is: Predict the reaction yield, written as a fraction of the theoretical maximum amount of product (1.0 means a 100% yield; for example, 0.34 means a 34% yield). (1) The reactants are [NH2:1][C:2]1[CH:7]=[CH:6][C:5]([C@H:8]2[O:13][CH2:12][CH2:11][N:10]([C:14]([O:16][C:17]([CH3:20])([CH3:19])[CH3:18])=[O:15])[CH2:9]2)=[CH:4][CH:3]=1.C1C(=O)N([Br:28])C(=O)C1.CCOC(C)=O. The catalyst is CN(C=O)C. The product is [NH2:1][C:2]1[CH:7]=[CH:6][C:5]([C@H:8]2[O:13][CH2:12][CH2:11][N:10]([C:14]([O:16][C:17]([CH3:20])([CH3:19])[CH3:18])=[O:15])[CH2:9]2)=[CH:4][C:3]=1[Br:28]. The yield is 0.900. (2) The reactants are [CH3:1][N:2]([CH3:20])[CH2:3][CH2:4][CH2:5][O:6][C:7]1[CH:12]=[CH:11][C:10]([NH2:13])=[CH:9][C:8]=1[C:14]1[N:15]([CH3:19])[N:16]=[CH:17][CH:18]=1.[CH3:21][O:22][C:23]1[CH:28]=[CH:27][C:26]([N:29]=[C:30]=[O:31])=[CH:25][CH:24]=1. No catalyst specified. The product is [CH3:20][N:2]([CH3:1])[CH2:3][CH2:4][CH2:5][O:6][C:7]1[CH:12]=[CH:11][C:10]([NH:13][C:30]([NH:29][C:26]2[CH:27]=[CH:28][C:23]([O:22][CH3:21])=[CH:24][CH:25]=2)=[O:31])=[CH:9][C:8]=1[C:14]1[N:15]([CH3:19])[N:16]=[CH:17][CH:18]=1. The yield is 0.900.